Dataset: Aqueous solubility values for 9,982 compounds from the AqSolDB database. Task: Regression/Classification. Given a drug SMILES string, predict its absorption, distribution, metabolism, or excretion properties. Task type varies by dataset: regression for continuous measurements (e.g., permeability, clearance, half-life) or binary classification for categorical outcomes (e.g., BBB penetration, CYP inhibition). For this dataset (solubility_aqsoldb), we predict Y. (1) The compound is NCCCCCC(=O)O. The Y is 0.585 log mol/L. (2) The drug is Cc1cc(C2(c3ccc(NNC4=C(S(=O)(=O)[O-])C=C5C=CC(=O)C=C5C4=O)c(C)c3)CCCCC2)ccc1NNC1=C(S(=O)(=O)[O-])C=C2C=CC(=O)C=C2C1=O.[Na+].[Na+]. The Y is -0.855 log mol/L. (3) The drug is CC(C)(C)c1cc(CCC(=O)OCCSCCOC(=O)CCc2cc(C(C)(C)C)c(O)c(C(C)(C)C)c2)cc(C(C)(C)C)c1O. The Y is -5.81 log mol/L. (4) The drug is Cc1cccc(Cl)c1O. The Y is -0.774 log mol/L. (5) The molecule is CC(=O)Nc1ccc(OC(C)=O)cc1. The Y is -1.91 log mol/L.